Dataset: Peptide-MHC class I binding affinity with 185,985 pairs from IEDB/IMGT. Task: Regression. Given a peptide amino acid sequence and an MHC pseudo amino acid sequence, predict their binding affinity value. This is MHC class I binding data. (1) The peptide sequence is HYKPPSSLI. The MHC is HLA-A24:02 with pseudo-sequence HLA-A24:02. The binding affinity (normalized) is 0.512. (2) The MHC is HLA-A11:01 with pseudo-sequence HLA-A11:01. The binding affinity (normalized) is 0.213. The peptide sequence is ASDYSQGAF.